This data is from Forward reaction prediction with 1.9M reactions from USPTO patents (1976-2016). The task is: Predict the product of the given reaction. (1) Given the reactants C1CCC(N=C=NC2CCCCC2)CC1.Cl.[F:17][C:18]1[CH:19]=[C:20]([CH:24]([NH:28][C:29]2[CH:34]=[CH:33][CH:32]=[CH:31][CH:30]=2)[C:25]([OH:27])=[O:26])[CH:21]=[CH:22][CH:23]=1.C1C=CC2N(O)N=NC=2C=1.[N:45]12[CH2:52][CH2:51][CH:48]([CH2:49][CH2:50]1)[C@@H:47](O)[CH2:46]2, predict the reaction product. The product is: [N:45]12[CH2:52][CH2:51][CH:48]([CH2:49][CH2:50]1)[C@@H:47]([O:26][C:25](=[O:27])[CH:24]([C:20]1[CH:21]=[CH:22][CH:23]=[C:18]([F:17])[CH:19]=1)[NH:28][C:29]1[CH:34]=[CH:33][CH:32]=[CH:31][CH:30]=1)[CH2:46]2. (2) The product is: [CH2:49]([O:53][C:54]([C@H:55]([OH:66])[C@H:56]([NH:65][C:1]([CH2:4][CH2:5][CH2:6][C:7]1[CH:15]=[CH:14][CH:13]=[CH:12][C:8]=1[C:9]([OH:11])=[O:10])=[O:3])[CH2:57][C:58]1[CH:63]=[CH:62][CH:61]=[CH:60][C:59]=1[Cl:64])=[O:67])[CH2:50][CH2:51][CH3:52]. Given the reactants [C:1]([CH2:4][CH2:5][CH2:6][C:7]1[CH:15]=[CH:14][CH:13]=[CH:12][C:8]=1[C:9]([OH:11])=[O:10])([OH:3])=O.CCN(C(C)C)C(C)C.CN(C(ON1N=NC2C=CC=NC1=2)=[N+](C)C)C.F[P-](F)(F)(F)(F)F.[CH2:49]([O:53][C:54](=[O:67])[C@H:55]([OH:66])[C@H:56]([NH2:65])[CH2:57][C:58]1[CH:63]=[CH:62][CH:61]=[CH:60][C:59]=1[Cl:64])[CH2:50][CH2:51][CH3:52], predict the reaction product. (3) The product is: [CH2:15]([C:13]1[S:12][C:10]2[N:11]=[C:6]([C:4]([OH:5])=[O:3])[N:7]=[C:8]([N:18]3[CH2:23][CH2:22][N:21]4[C:24]([C:27]([F:30])([F:29])[F:28])=[N:25][N:26]=[C:20]4[CH2:19]3)[C:9]=2[CH:14]=1)[CH2:16][CH3:17]. Given the reactants C([O:3][C:4]([C:6]1[N:7]=[C:8]([N:18]2[CH2:23][CH2:22][N:21]3[C:24]([C:27]([F:30])([F:29])[F:28])=[N:25][N:26]=[C:20]3[CH2:19]2)[C:9]2[CH:14]=[C:13]([CH2:15][CH2:16][CH3:17])[S:12][C:10]=2[N:11]=1)=[O:5])C.CO.[OH-].[Li+].Cl, predict the reaction product. (4) Given the reactants [CH2:1]([OH:8])[C:2]1[CH:7]=[CH:6][CH:5]=[CH:4][CH:3]=1.[Cl:9][C:10]1[C:15](Cl)=[CH:14][C:13]([NH2:17])=[C:12]([N+:18]([O-:20])=[O:19])[CH:11]=1.C(=O)([O-])[O-].[Cs+].[Cs+], predict the reaction product. The product is: [CH2:1]([O:8][C:15]1[C:10]([Cl:9])=[CH:11][C:12]([N+:18]([O-:20])=[O:19])=[C:13]([NH2:17])[CH:14]=1)[C:2]1[CH:7]=[CH:6][CH:5]=[CH:4][CH:3]=1.